From a dataset of Forward reaction prediction with 1.9M reactions from USPTO patents (1976-2016). Predict the product of the given reaction. (1) Given the reactants [F:1][C:2]1[CH:3]=[C:4]([C@H:10]([NH:13][S@@](C(C)(C)C)=O)[CH:11]=[CH2:12])[CH:5]=[C:6]([CH2:8][F:9])[CH:7]=1.Cl, predict the reaction product. The product is: [F:1][C:2]1[CH:3]=[C:4]([C@H:10]([NH2:13])[CH:11]=[CH2:12])[CH:5]=[C:6]([CH2:8][F:9])[CH:7]=1. (2) The product is: [CH3:12][C:4]1[C:5]([C:9]([N:53]2[CH2:54][CH2:55][N:50]([CH3:49])[CH2:51][CH2:52]2)=[O:11])=[C:6]([CH3:8])[NH:7][C:3]=1[CH:1]=[O:2]. Given the reactants [CH:1]([C:3]1[NH:7][C:6]([CH3:8])=[C:5]([C:9]([OH:11])=O)[C:4]=1[CH3:12])=[O:2].F[P-](F)(F)(F)(F)F.N1(O[P+](N(C)C)(N(C)C)N(C)C)C2C=CC=CC=2N=N1.C(N(C(C)C)CC)(C)C.[CH3:49][N:50]1[CH2:55][CH2:54][NH:53][CH2:52][CH2:51]1.[OH-].[Na+], predict the reaction product.